Predict the product of the given reaction. From a dataset of Forward reaction prediction with 1.9M reactions from USPTO patents (1976-2016). (1) Given the reactants [C:1]([NH:8][C:9]1[S:10][CH:11]=[C:12]([C:14](OCC)=[O:15])[N:13]=1)([O:3][C:4]([CH3:7])([CH3:6])[CH3:5])=[O:2].CC(C[AlH]CC(C)C)C, predict the reaction product. The product is: [C:1]([NH:8][C:9]1[S:10][CH:11]=[C:12]([CH2:14][OH:15])[N:13]=1)([O:3][C:4]([CH3:7])([CH3:6])[CH3:5])=[O:2]. (2) Given the reactants [C:1]([OH:6])(=O)/[CH:2]=[CH:3]/[CH3:4].S(Cl)(Cl)=O.[NH2:11][C:12]1[CH:19]=[CH:18][C:15]([C:16]#[N:17])=[C:14]([Cl:20])[CH:13]=1, predict the reaction product. The product is: [Cl:20][C:14]1[CH:13]=[C:12]([NH:11][C:1](=[O:6])/[CH:2]=[CH:3]/[CH3:4])[CH:19]=[CH:18][C:15]=1[C:16]#[N:17]. (3) The product is: [CH:21]([C:17]1[CH:18]=[CH:19][CH:20]=[C:15]([C:1]2[C:10]3[C:5](=[CH:6][CH:7]=[CH:8][CH:9]=3)[CH:4]=[CH:3][CH:2]=2)[N:16]=1)=[O:22]. Given the reactants [C:1]1(B(O)O)[C:10]2[C:5](=[CH:6][CH:7]=[CH:8][CH:9]=2)[CH:4]=[CH:3][CH:2]=1.Br[C:15]1[CH:20]=[CH:19][CH:18]=[C:17]([CH:21]=[O:22])[N:16]=1, predict the reaction product. (4) Given the reactants [CH2:1]([N:8]1[CH2:13][CH2:12][CH:11]([C:14]([C:27]2[CH:32]=[CH:31][C:30]([CH:33]([CH3:35])[CH3:34])=[CH:29][CH:28]=2)([C:16]2[C:21]([CH3:22])=[CH:20][C:19]([CH3:23])=[C:18]([CH3:24])[C:17]=2[O:25]C)O)[CH2:10][CH2:9]1)[C:2]1[CH:7]=[CH:6][CH:5]=[CH:4][CH:3]=1.Br.[OH-].[Na+], predict the reaction product. The product is: [CH2:1]([N:8]1[CH2:13][CH2:12][C:11]2([CH:14]([C:27]3[CH:28]=[CH:29][C:30]([CH:33]([CH3:35])[CH3:34])=[CH:31][CH:32]=3)[C:16]3[C:21]([CH3:22])=[CH:20][C:19]([CH3:23])=[C:18]([CH3:24])[C:17]=3[O:25]2)[CH2:10][CH2:9]1)[C:2]1[CH:3]=[CH:4][CH:5]=[CH:6][CH:7]=1. (5) Given the reactants [CH3:1][C:2]1[NH:3][C:4]2[C:9]([CH:10]=1)=[C:8]([S:11]([CH3:14])(=[O:13])=[O:12])[C:7]([CH3:15])=[CH:6][CH:5]=2.II.[S:18]1[CH:22]=[CH:21][N:20]=[C:19]1[SH:23].[H-].[Na+].Br[CH2:27][C:28]([O:30]C)=[O:29].[OH-].[Li+].Cl, predict the reaction product. The product is: [CH3:1][C:2]1[N:3]([CH2:27][C:28]([OH:30])=[O:29])[C:4]2[C:9]([C:10]=1[S:23][C:19]1[S:18][CH:22]=[C:21]([C:4]3[CH:9]=[CH:8][CH:7]=[CH:6][CH:5]=3)[N:20]=1)=[C:8]([S:11]([CH3:14])(=[O:13])=[O:12])[C:7]([CH3:15])=[CH:6][CH:5]=2. (6) Given the reactants [CH2:1]([C:8]1[CH:13]=[CH:12][CH:11]=[CH:10][N:9]=1)[CH2:2][CH2:3][CH2:4][CH2:5][CH2:6][CH3:7].Br[CH2:15][CH2:16][CH2:17][CH2:18][CH2:15][CH2:16][CH2:17][CH2:18]CC, predict the reaction product. The product is: [CH2:1]([C:8]1[CH:13]=[CH:12][CH:11]=[CH:10][N:9]=1)[CH2:2][CH2:3][CH2:4][CH2:5][CH2:6][CH2:7][CH2:15][CH2:16][CH2:17][CH3:18]. (7) Given the reactants [H-].[Na+].CN(C=O)C.[O:8]1[CH2:13][CH2:12][CH2:11][CH2:10][CH:9]1[N:14]1[CH:18]=[C:17]([C:19]2[CH:20]=[C:21]3[C:25](=[CH:26][CH:27]=2)[NH:24][N:23]=[CH:22]3)[CH:16]=[N:15]1.CC1C=CC(S(O[CH2:39][CH:40]2[CH2:44][C:43]([CH3:46])([CH3:45])[N:42]([CH2:47][C:48]3[CH:53]=[CH:52][CH:51]=[CH:50][CH:49]=3)[CH2:41]2)(=O)=O)=CC=1, predict the reaction product. The product is: [CH2:47]([N:42]1[C:43]([CH3:46])([CH3:45])[CH2:44][CH:40]([CH2:39][N:24]2[C:25]3[C:21](=[CH:20][C:19]([C:17]4[CH:16]=[N:15][N:14]([CH:9]5[CH2:10][CH2:11][CH2:12][CH2:13][O:8]5)[CH:18]=4)=[CH:27][CH:26]=3)[CH:22]=[N:23]2)[CH2:41]1)[C:48]1[CH:53]=[CH:52][CH:51]=[CH:50][CH:49]=1.